From a dataset of Full USPTO retrosynthesis dataset with 1.9M reactions from patents (1976-2016). Predict the reactants needed to synthesize the given product. (1) Given the product [C:69]([O:68][C:66](=[O:67])[NH:18][CH2:17][CH2:16][CH2:15][CH2:14][CH2:13][CH2:12][O:11][CH2:10][CH2:9][CH2:8][CH2:7][C:4]1[CH:3]=[CH:2][CH:1]=[CH:6][CH:5]=1)([CH3:70])([CH3:71])[CH3:72], predict the reactants needed to synthesize it. The reactants are: [CH:1]1[CH:2]=[CH:3][C:4]([CH2:7][CH2:8][CH2:9][CH2:10][O:11][CH2:12][CH2:13][CH2:14][CH2:15][CH2:16][CH2:17][NH:18]CC(O)C2C=CC(O)=C(CO)C=2)=[CH:5][CH:6]=1.C1C=CC2C(O)=C(C(O)=O)C=CC=2C=1.C(=O)([O-])[O-].[K+].[K+].O1CCOCC1.O.[C:69]([O:68][C:66](O[C:66]([O:68][C:69]([CH3:72])([CH3:71])[CH3:70])=[O:67])=[O:67])([CH3:72])([CH3:71])[CH3:70]. (2) Given the product [N:11]1[CH:12]=[CH:13][CH:14]=[N:15][C:10]=1[S:9][CH2:8][C:7]1[CH:16]=[CH:17][C:4]([NH2:1])=[CH:5][CH:6]=1, predict the reactants needed to synthesize it. The reactants are: [N+:1]([C:4]1[CH:17]=[CH:16][C:7]([CH2:8][S:9][C:10]2[N:15]=[CH:14][CH:13]=[CH:12][N:11]=2)=[CH:6][CH:5]=1)([O-])=O.[Cl-].[Ca+2].[Cl-]. (3) Given the product [Br:1][C:2]1[C:7]([O:8][CH3:9])=[CH:6][C:5]([C:10]2[O:11][C:12]([C:20](=[O:36])[CH:21]([O:34][CH3:35])[C:22]3[CH:23]=[CH:24][C:25]([C:28]4[CH:29]=[N:30][CH:31]=[CH:32][CH:33]=4)=[CH:26][CH:27]=3)=[CH:13][CH:14]=2)=[CH:4][C:3]=1[O:15][CH3:16], predict the reactants needed to synthesize it. The reactants are: [Br:1][C:2]1[C:7]([O:8][CH3:9])=[CH:6][C:5]([C:10]2[O:11][CH:12]=[CH:13][CH:14]=2)=[CH:4][C:3]=1[O:15][CH3:16].CON(C)[C:20](=[O:36])[CH:21]([O:34][CH3:35])[C:22]1[CH:27]=[CH:26][C:25]([C:28]2[CH:29]=[N:30][CH:31]=[CH:32][CH:33]=2)=[CH:24][CH:23]=1. (4) The reactants are: [N+:1]([C:4]1[CH:5]=[C:6]([C:11]2[CH:16]=[CH:15][CH:14]=[CH:13][CH:12]=2)[C:7](O)=[N:8][CH:9]=1)([O-:3])=[O:2].P(Br)(Br)([Br:19])=O.P(Br)(Br)Br. Given the product [Br:19][C:7]1[C:6]([C:11]2[CH:16]=[CH:15][CH:14]=[CH:13][CH:12]=2)=[CH:5][C:4]([N+:1]([O-:3])=[O:2])=[CH:9][N:8]=1, predict the reactants needed to synthesize it. (5) Given the product [C:1]([O:5][C:20]([CH3:19])([CH3:21])[CH3:23])(=[O:4])[CH:2]=[CH2:3], predict the reactants needed to synthesize it. The reactants are: [C:1]([O:5]CCCC)(=[O:4])[CH:2]=[CH2:3].C(S)CCCCCCCC[CH2:19][CH2:20][CH3:21].[C:23](O)(=O)C=C. (6) Given the product [NH2:1][C:2]1[CH:9]=[C:8]([C:11]2[CH:16]=[CH:15][CH:14]=[CH:13][CH:12]=2)[CH:7]=[CH:6][C:3]=1[C:4]#[N:5], predict the reactants needed to synthesize it. The reactants are: [NH2:1][C:2]1[CH:9]=[CH:8][C:7](Br)=[CH:6][C:3]=1[C:4]#[N:5].[C:11]1(B(O)O)[CH:16]=[CH:15][CH:14]=[CH:13][CH:12]=1.C(=O)([O-])[O-].[K+].[K+]. (7) Given the product [CH3:1][O:2][C:3]1[CH:4]=[C:5]([C@H:11]2[CH2:16][CH2:15][CH2:14][CH2:13][C@H:12]2[NH:17][C:34](=[O:35])[C:33]2[CH:37]=[CH:38][C:39]([O:41][CH3:42])=[N:40][C:32]=2[O:31][CH3:30])[CH:6]=[CH:7][C:8]=1[O:9][CH3:10], predict the reactants needed to synthesize it. The reactants are: [CH3:1][O:2][C:3]1[CH:4]=[C:5]([C@H:11]2[CH2:16][CH2:15][CH2:14][CH2:13][C@H:12]2[NH2:17])[CH:6]=[CH:7][C:8]=1[O:9][CH3:10].Cl.C(N=C=NCCCN(C)C)C.[CH3:30][O:31][C:32]1[N:40]=[C:39]([O:41][CH3:42])[CH:38]=[CH:37][C:33]=1[C:34](O)=[O:35]. (8) Given the product [Cl:1][C:13]1[C:14]2[S:21][CH:20]=[CH:19][C:15]=2[N:16]=[CH:17][N:18]=1.[CH3:11][O:10][C:8]1[CH:7]=[C:6]([NH2:12])[CH:5]=[C:4]([N:3]([CH3:22])[CH3:2])[CH:9]=1.[ClH:1].[CH3:22][N:3]([CH3:2])[C:4]1[CH:5]=[C:6]([NH:12][C:13]2[C:14]3[S:21][CH:20]=[CH:19][C:15]=3[N:16]=[CH:17][N:18]=2)[CH:7]=[C:8]([O:10][CH3:11])[CH:9]=1, predict the reactants needed to synthesize it. The reactants are: [ClH:1].[CH3:2][N:3]([CH3:22])[C:4]1[CH:5]=[C:6]([NH:12][C:13]2[C:14]3[S:21][CH:20]=[CH:19][C:15]=3[N:16]=[CH:17][N:18]=2)[CH:7]=[C:8]([O:10][CH3:11])[CH:9]=1. (9) Given the product [CH3:18][O:17][N:16]([CH3:15])[C:10](=[O:12])[C@@H:9]([NH:8][C:6](=[O:7])[O:5][C:1]([CH3:2])([CH3:3])[CH3:4])[CH3:13], predict the reactants needed to synthesize it. The reactants are: [C:1]([O:5][C:6]([NH:8][C@@H:9]([CH3:13])[C:10]([OH:12])=O)=[O:7])([CH3:4])([CH3:3])[CH3:2].Cl.[CH3:15][NH:16][O:17][CH3:18].CN(C(ON1N=NC2C=CC=NC1=2)=[N+](C)C)C.F[P-](F)(F)(F)(F)F.C(N(CC)C(C)C)(C)C.